This data is from NCI-60 drug combinations with 297,098 pairs across 59 cell lines. The task is: Regression. Given two drug SMILES strings and cell line genomic features, predict the synergy score measuring deviation from expected non-interaction effect. (1) Drug 2: CS(=O)(=O)OCCCCOS(=O)(=O)C. Cell line: SK-MEL-5. Synergy scores: CSS=2.62, Synergy_ZIP=3.34, Synergy_Bliss=3.54, Synergy_Loewe=-2.82, Synergy_HSA=-2.08. Drug 1: CN1CCC(CC1)COC2=C(C=C3C(=C2)N=CN=C3NC4=C(C=C(C=C4)Br)F)OC. (2) Drug 1: CCC(=C(C1=CC=CC=C1)C2=CC=C(C=C2)OCCN(C)C)C3=CC=CC=C3.C(C(=O)O)C(CC(=O)O)(C(=O)O)O. Drug 2: CC1=C(N=C(N=C1N)C(CC(=O)N)NCC(C(=O)N)N)C(=O)NC(C(C2=CN=CN2)OC3C(C(C(C(O3)CO)O)O)OC4C(C(C(C(O4)CO)O)OC(=O)N)O)C(=O)NC(C)C(C(C)C(=O)NC(C(C)O)C(=O)NCCC5=NC(=CS5)C6=NC(=CS6)C(=O)NCCC[S+](C)C)O. Cell line: MCF7. Synergy scores: CSS=8.50, Synergy_ZIP=-4.63, Synergy_Bliss=-2.12, Synergy_Loewe=-10.1, Synergy_HSA=-0.686. (3) Cell line: A498. Drug 1: C(CC(=O)O)C(=O)CN.Cl. Synergy scores: CSS=3.23, Synergy_ZIP=-2.77, Synergy_Bliss=-2.35, Synergy_Loewe=-2.25, Synergy_HSA=-2.41. Drug 2: CC(C)CN1C=NC2=C1C3=CC=CC=C3N=C2N.